This data is from Reaction yield outcomes from USPTO patents with 853,638 reactions. The task is: Predict the reaction yield, written as a fraction of the theoretical maximum amount of product (1.0 means a 100% yield; for example, 0.34 means a 34% yield). (1) The reactants are [F:1][C:2]1[CH:3]=[C:4]2[C:8](=[CH:9][CH:10]=1)[C:7](=[O:11])[NH:6][C:5]2=[O:12].[C:13](O[C:13]([O:15][C:16]([CH3:19])([CH3:18])[CH3:17])=[O:14])([O:15][C:16]([CH3:19])([CH3:18])[CH3:17])=[O:14]. The catalyst is CN(C1C=CN=CC=1)C.CC#N. The product is [C:16]([O:15][C:13]([N:6]1[C:5](=[O:12])[C:4]2[C:8](=[CH:9][CH:10]=[C:2]([F:1])[CH:3]=2)[C:7]1=[O:11])=[O:14])([CH3:19])([CH3:18])[CH3:17]. The yield is 0.990. (2) The reactants are [CH2:1]([O:3][C:4]([C:6]1[CH:7]=[N:8][N:9]([C:11]2[N:15](COCCOC)[C:14]3[CH:22]=[C:23]([S:27]([CH:30]([CH3:32])[CH3:31])(=[O:29])=[O:28])[C:24]([Cl:26])=[CH:25][C:13]=3[N:12]=2)[CH:10]=1)=[O:5])[CH3:2].Cl.C(OCC)C. The catalyst is C(O)C.O1CCOCC1. The product is [CH2:1]([O:3][C:4]([C:6]1[CH:7]=[N:8][N:9]([C:11]2[NH:15][C:14]3[CH:22]=[C:23]([S:27]([CH:30]([CH3:31])[CH3:32])(=[O:29])=[O:28])[C:24]([Cl:26])=[CH:25][C:13]=3[N:12]=2)[CH:10]=1)=[O:5])[CH3:2]. The yield is 0.920. (3) The reactants are [CH2:1]([OH:4])[CH2:2][OH:3].[H-].[Na+].Br[CH2:8][C:9]1[CH:18]=[CH:17][C:16]2[C:11](=[CH:12][CH:13]=[CH:14][CH:15]=2)[CH:10]=1.O. The catalyst is C1COCC1.[N+](CCCC)(CCCC)(CCCC)CCCC.[I-].CCOC(C)=O. The product is [CH:10]1[C:11]2[C:16](=[CH:15][CH:14]=[CH:13][CH:12]=2)[CH:17]=[CH:18][C:9]=1[CH2:8][O:3][CH2:2][CH2:1][OH:4]. The yield is 0.330.